Dataset: Full USPTO retrosynthesis dataset with 1.9M reactions from patents (1976-2016). Task: Predict the reactants needed to synthesize the given product. (1) Given the product [C:1]([O:5][C:6](=[O:35])[N:7]([CH2:11][CH2:12][CH2:13][N:14]1[C:22]([S:23][C:24]2[C:32]([I:33])=[CH:31][C:27]3[O:28][CH2:29][O:30][C:26]=3[CH:25]=2)=[N:21][C:20]2[C:19](=[O:37])[NH:18][CH:17]=[N:16][C:15]1=2)[CH:8]([CH3:10])[CH3:9])([CH3:3])([CH3:4])[CH3:2], predict the reactants needed to synthesize it. The reactants are: [C:1]([O:5][C:6](=[O:35])[N:7]([CH2:11][CH2:12][CH2:13][N:14]1[C:22]([S:23][C:24]2[C:32]([I:33])=[CH:31][C:27]3[O:28][CH2:29][O:30][C:26]=3[CH:25]=2)=[N:21][C:20]2[C:15]1=[N:16][CH:17]=[N:18][C:19]=2N)[CH:8]([CH3:10])[CH3:9])([CH3:4])([CH3:3])[CH3:2].N([O-])=[O:37].[Na+]. (2) The reactants are: O=C1[C:7]2[C:8]([C:11]([OH:13])=[O:12])=[CH:9][O:10][C:6]=2[CH2:5]CN1.[H-].[Na+].[CH3:16]I.[CH3:18][N:19]([CH3:22])[CH:20]=[O:21]. Given the product [CH3:18][N:19]1[CH2:22][CH2:5][C:6]2[O:10][CH:9]=[C:8]([C:11]([O:13][CH3:16])=[O:12])[C:7]=2[C:20]1=[O:21], predict the reactants needed to synthesize it. (3) Given the product [CH2:25]([O:1][C:2]1[CH:3]=[C:4]([CH2:8][NH:9][C:10](=[O:18])[C:11]2[CH:16]=[CH:15][CH:14]=[N:13][C:12]=2[NH2:17])[CH:5]=[CH:6][CH:7]=1)[CH2:24][CH2:23][CH2:22][CH:21]=[CH2:20], predict the reactants needed to synthesize it. The reactants are: [OH:1][C:2]1[CH:3]=[C:4]([CH2:8][NH:9][C:10](=[O:18])[C:11]2[CH:16]=[CH:15][CH:14]=[N:13][C:12]=2[NH2:17])[CH:5]=[CH:6][CH:7]=1.Br[CH2:20][CH2:21][CH2:22][CH2:23][CH:24]=[CH2:25].C(=O)([O-])[O-].[Cs+].[Cs+].CN(C=O)C. (4) Given the product [Br:1][CH2:22][CH2:23][CH2:24][CH2:25][CH2:26][CH:27]1[CH2:32][CH2:31][CH2:30][N:29]([C:33]([O:35][CH2:36][C:37]2[CH:42]=[CH:41][CH:40]=[CH:39][CH:38]=2)=[O:34])[CH2:28]1, predict the reactants needed to synthesize it. The reactants are: [Br:1]CCCC1CCCCN1C(OCC1C=CC=CC=1)=O.O[CH2:22][CH2:23][CH2:24][CH2:25][CH2:26][CH:27]1[CH2:32][CH2:31][CH2:30][N:29]([C:33]([O:35][CH2:36][C:37]2[CH:42]=[CH:41][CH:40]=[CH:39][CH:38]=2)=[O:34])[CH2:28]1. (5) Given the product [NH:14]1[CH2:15][CH:16]([N:18]2[CH2:19][CH2:20][N:21]([C:24](=[O:29])[C:25]([F:26])([F:27])[F:28])[CH2:22][CH2:23]2)[CH2:17]1, predict the reactants needed to synthesize it. The reactants are: C([N:14]1[CH2:17][CH:16]([N:18]2[CH2:23][CH2:22][N:21]([C:24](=[O:29])[C:25]([F:28])([F:27])[F:26])[CH2:20][CH2:19]2)[CH2:15]1)(C1C=CC=CC=1)C1C=CC=CC=1.ClC(OC(Cl)C)=O.CO.C(OCC)C. (6) Given the product [CH:22]1([C:19]2[CH:20]=[CH:21][C:16]([O:15][C:5]([CH3:14])([CH2:6][C:7]3[CH:8]=[CH:9][C:10]([O:48][CH2:47][CH2:46][C:31]4[N:32]=[C:33]([C:35]5[CH:40]=[CH:39][CH:38]=[C:37]([C:41]6[S:42][CH:43]=[CH:44][CH:45]=6)[CH:36]=5)[O:34][C:30]=4[CH3:29])=[CH:11][CH:12]=3)[C:4]([OH:28])=[O:3])=[CH:17][CH:18]=2)[CH2:27][CH2:26][CH2:25][CH2:24][CH2:23]1, predict the reactants needed to synthesize it. The reactants are: C([O:3][C:4](=[O:28])[C:5]([O:15][C:16]1[CH:21]=[CH:20][C:19]([CH:22]2[CH2:27][CH2:26][CH2:25][CH2:24][CH2:23]2)=[CH:18][CH:17]=1)([CH3:14])[CH2:6][C:7]1[CH:12]=[CH:11][C:10](O)=[CH:9][CH:8]=1)C.[CH3:29][C:30]1[O:34][C:33]([C:35]2[CH:40]=[CH:39][CH:38]=[C:37]([C:41]3[S:42][CH:43]=[CH:44][CH:45]=3)[CH:36]=2)=[N:32][C:31]=1[CH2:46][CH2:47][O:48]S(C1C=CC(C)=CC=1)(=O)=O.C([O-])([O-])=O.[K+].[K+].[OH-].[Na+]. (7) Given the product [NH2:1][C:2]1[CH:3]=[C:4]([CH:7]=[CH:8][C:9]=1[CH3:10])[C:5](=[NH:6])[NH:11][OH:12], predict the reactants needed to synthesize it. The reactants are: [NH2:1][C:2]1[CH:3]=[C:4]([CH:7]=[CH:8][C:9]=1[CH3:10])[C:5]#[N:6].[NH2:11][OH:12]. (8) The reactants are: C(C1C=[CH:47][C:6]([CH2:7][CH:8](/[CH:21]=[CH:22]/[C:23]2[CH:28]=[CH:27][CH:26]=[CH:25][C:24]=2[O:29][CH2:30][C:31]2[CH:36]=[CH:35][C:34]([C:37]([F:46])([C:42]([F:45])([F:44])[F:43])[C:38]([F:41])([F:40])[F:39])=[CH:33][CH:32]=2)[CH2:9][CH2:10][C:11]2[CH:20]=[CH:19][C:14]([C:15]([O:17]C)=[O:16])=[CH:13][CH:12]=2)=[CH:5][CH:4]=1)#N.[OH-:49].[K+].Cl.[CH2:52]([OH:55])[CH2:53][CH3:54]. Given the product [C:52]([C:53]1[CH:4]=[CH:5][C:6]([CH2:7][CH:8](/[CH:21]=[CH:22]/[C:23]2[CH:28]=[CH:27][CH:26]=[CH:25][C:24]=2[O:29][CH2:30][C:31]2[CH:36]=[CH:35][C:34]([C:37]([F:46])([C:38]([F:41])([F:39])[F:40])[C:42]([F:45])([F:43])[F:44])=[CH:33][CH:32]=2)[CH2:9][CH2:10][C:11]2[CH:12]=[CH:13][C:14]([C:15]([OH:17])=[O:16])=[CH:19][CH:20]=2)=[CH:47][CH:54]=1)([OH:49])=[O:55], predict the reactants needed to synthesize it.